Dataset: NCI-60 drug combinations with 297,098 pairs across 59 cell lines. Task: Regression. Given two drug SMILES strings and cell line genomic features, predict the synergy score measuring deviation from expected non-interaction effect. (1) Drug 1: CC1CCC2CC(C(=CC=CC=CC(CC(C(=O)C(C(C(=CC(C(=O)CC(OC(=O)C3CCCCN3C(=O)C(=O)C1(O2)O)C(C)CC4CCC(C(C4)OC)O)C)C)O)OC)C)C)C)OC. Drug 2: C1=CC=C(C(=C1)C(C2=CC=C(C=C2)Cl)C(Cl)Cl)Cl. Cell line: COLO 205. Synergy scores: CSS=-7.06, Synergy_ZIP=4.20, Synergy_Bliss=2.85, Synergy_Loewe=-6.01, Synergy_HSA=-5.79. (2) Synergy scores: CSS=10.1, Synergy_ZIP=-2.29, Synergy_Bliss=-8.19, Synergy_Loewe=-33.5, Synergy_HSA=-9.19. Cell line: ACHN. Drug 2: CCC1(C2=C(COC1=O)C(=O)N3CC4=CC5=C(C=CC(=C5CN(C)C)O)N=C4C3=C2)O.Cl. Drug 1: C1CCC(C1)C(CC#N)N2C=C(C=N2)C3=C4C=CNC4=NC=N3. (3) Drug 1: COC1=CC(=CC(=C1O)OC)C2C3C(COC3=O)C(C4=CC5=C(C=C24)OCO5)OC6C(C(C7C(O6)COC(O7)C8=CC=CS8)O)O. Drug 2: C1CN(P(=O)(OC1)NCCCl)CCCl. Cell line: OVCAR-4. Synergy scores: CSS=5.86, Synergy_ZIP=-2.30, Synergy_Bliss=-0.383, Synergy_Loewe=-2.18, Synergy_HSA=0.358. (4) Drug 1: CC1C(C(CC(O1)OC2CC(CC3=C2C(=C4C(=C3O)C(=O)C5=C(C4=O)C(=CC=C5)OC)O)(C(=O)C)O)N)O.Cl. Drug 2: CC1C(C(CC(O1)OC2CC(OC(C2O)C)OC3=CC4=CC5=C(C(=O)C(C(C5)C(C(=O)C(C(C)O)O)OC)OC6CC(C(C(O6)C)O)OC7CC(C(C(O7)C)O)OC8CC(C(C(O8)C)O)(C)O)C(=C4C(=C3C)O)O)O)O. Cell line: SK-MEL-2. Synergy scores: CSS=10.7, Synergy_ZIP=-3.26, Synergy_Bliss=6.56, Synergy_Loewe=-3.59, Synergy_HSA=5.29. (5) Drug 1: CC1CCCC2(C(O2)CC(NC(=O)CC(C(C(=O)C(C1O)C)(C)C)O)C(=CC3=CSC(=N3)C)C)C. Drug 2: COCCOC1=C(C=C2C(=C1)C(=NC=N2)NC3=CC=CC(=C3)C#C)OCCOC.Cl. Cell line: EKVX. Synergy scores: CSS=38.8, Synergy_ZIP=1.90, Synergy_Bliss=1.47, Synergy_Loewe=-26.6, Synergy_HSA=-1.67. (6) Drug 1: C1=CC=C(C(=C1)C(C2=CC=C(C=C2)Cl)C(Cl)Cl)Cl. Drug 2: C1=CN(C=N1)CC(O)(P(=O)(O)O)P(=O)(O)O. Cell line: NCI/ADR-RES. Synergy scores: CSS=-0.393, Synergy_ZIP=-0.561, Synergy_Bliss=-3.63, Synergy_Loewe=-4.33, Synergy_HSA=-5.23. (7) Synergy scores: CSS=7.78, Synergy_ZIP=-3.89, Synergy_Bliss=-2.93, Synergy_Loewe=-3.04, Synergy_HSA=-2.92. Drug 2: C1=CC=C(C(=C1)C(C2=CC=C(C=C2)Cl)C(Cl)Cl)Cl. Drug 1: CC(CN1CC(=O)NC(=O)C1)N2CC(=O)NC(=O)C2. Cell line: SK-MEL-5. (8) Drug 2: CCCCC(=O)OCC(=O)C1(CC(C2=C(C1)C(=C3C(=C2O)C(=O)C4=C(C3=O)C=CC=C4OC)O)OC5CC(C(C(O5)C)O)NC(=O)C(F)(F)F)O. Cell line: SK-MEL-28. Drug 1: C1CCN(CC1)CCOC2=CC=C(C=C2)C(=O)C3=C(SC4=C3C=CC(=C4)O)C5=CC=C(C=C5)O. Synergy scores: CSS=-1.99, Synergy_ZIP=6.68, Synergy_Bliss=9.62, Synergy_Loewe=3.69, Synergy_HSA=3.31. (9) Drug 1: C1CCC(C1)C(CC#N)N2C=C(C=N2)C3=C4C=CNC4=NC=N3. Drug 2: C1=NNC2=C1C(=O)NC=N2. Cell line: MDA-MB-435. Synergy scores: CSS=1.12, Synergy_ZIP=3.57, Synergy_Bliss=9.19, Synergy_Loewe=2.45, Synergy_HSA=2.96.